This data is from Forward reaction prediction with 1.9M reactions from USPTO patents (1976-2016). The task is: Predict the product of the given reaction. Given the reactants [N+:1]([C:4]1[C:9]([C:10]([F:13])([F:12])[F:11])=[CH:8][CH:7]=[C:6]([C:14]([F:17])([F:16])[F:15])[C:5]=1[NH2:18])([O-])=O.Cl[Sn]Cl.O, predict the reaction product. The product is: [F:11][C:10]([F:12])([F:13])[C:9]1[CH:8]=[CH:7][C:6]([C:14]([F:17])([F:16])[F:15])=[C:5]([NH2:18])[C:4]=1[NH2:1].